This data is from Reaction yield outcomes from USPTO patents with 853,638 reactions. The task is: Predict the reaction yield, written as a fraction of the theoretical maximum amount of product (1.0 means a 100% yield; for example, 0.34 means a 34% yield). (1) The reactants are [Cl:1][C:2]1[CH:7]=[C:6]([Cl:8])[CH:5]=[CH:4][C:3]=1[C:9]1[N:10]=[C:11](/[CH:18]=[CH:19]/[C:20]2[CH:25]=[CH:24][C:23]([O:26][CH3:27])=[CH:22][CH:21]=2)[N:12]([CH2:14][C:15]([OH:17])=O)[CH:13]=1.[CH2:28]([NH2:32])[CH:29]([CH3:31])[CH3:30]. No catalyst specified. The product is [Cl:1][C:2]1[CH:7]=[C:6]([Cl:8])[CH:5]=[CH:4][C:3]=1[C:9]1[N:10]=[C:11](/[CH:18]=[CH:19]/[C:20]2[CH:21]=[CH:22][C:23]([O:26][CH3:27])=[CH:24][CH:25]=2)[N:12]([CH2:14][C:15]([NH:32][CH2:28][CH:29]([CH3:31])[CH3:30])=[O:17])[CH:13]=1. The yield is 0.780. (2) The reactants are [NH2:1][C:2]1[S:3][C:4]([C:28]2[CH:33]=[CH:32][CH:31]=[CH:30][N:29]=2)=[CH:5][C:6]=1[C:7]([N:9]1[CH2:14][CH2:13][CH:12]([N:15]2[CH2:27][CH2:26][CH2:25][C:17]3([C:21](=[O:22])[O:20][C:19]([CH3:24])([CH3:23])[CH2:18]3)[CH2:16]2)[CH2:11][CH2:10]1)=[O:8].ClC(Cl)(Cl)[C:36]([N:38]=C=O)=[O:37].C(OC(C)C)(C)C. No catalyst specified. The product is [CH3:23][C:19]1([CH3:24])[CH2:18][C:17]2([CH2:25][CH2:26][CH2:27][N:15]([CH:12]3[CH2:13][CH2:14][N:9]([C:7]([C:6]4[CH:5]=[C:4]([C:28]5[CH:33]=[CH:32][CH:31]=[CH:30][N:29]=5)[S:3][C:2]=4[NH:1][C:36]([NH2:38])=[O:37])=[O:8])[CH2:10][CH2:11]3)[CH2:16]2)[C:21](=[O:22])[O:20]1. The yield is 0.760. (3) The reactants are [OH:1][C:2]1[CH:3]=[C:4]([C:10]2[CH:15]=[CH:14][CH:13]=[C:12]([CH:16]=[O:17])[CH:11]=2)[CH:5]=[C:6]([O:8][CH3:9])[CH:7]=1.C(N(CC)CC)C.[C:25]([Si:29](Cl)([C:36]1[CH:41]=[CH:40][CH:39]=[CH:38][CH:37]=1)[C:30]1[CH:35]=[CH:34][CH:33]=[CH:32][CH:31]=1)([CH3:28])([CH3:27])[CH3:26]. The catalyst is CN(C)C1C=CN=CC=1.ClCCl. The product is [Si:29]([O:1][C:2]1[CH:3]=[C:4]([C:10]2[CH:15]=[CH:14][CH:13]=[C:12]([CH:16]=[O:17])[CH:11]=2)[CH:5]=[C:6]([O:8][CH3:9])[CH:7]=1)([C:25]([CH3:28])([CH3:27])[CH3:26])([C:36]1[CH:37]=[CH:38][CH:39]=[CH:40][CH:41]=1)[C:30]1[CH:35]=[CH:34][CH:33]=[CH:32][CH:31]=1. The yield is 0.880.